From a dataset of Human Reference Interactome with 51,813 positive PPI pairs across 8,248 proteins, plus equal number of experimentally-validated negative pairs. Binary Classification. Given two protein amino acid sequences, predict whether they physically interact or not. Protein 1 (ENSG00000171503) has sequence MLVPLAKLSCLGVNMERFAEEADVVIVGAGPAGLSAAVRLKQLAVAHEKDIRVCLVEKAAQIGAHTLSGACLDPGAFKELFPDWKEKGAPLNTPVTEDRFGILTEKYRIPVPILPGLPMNNHGNYIVRLGHLVSWMGEQAEALGVEVYPGYAAAEVLFHDDGSVKGIATNDVGIQKDGAPKATFERGLELHAKVTIFAEGCHGHLAKQLYKKFDLRANCEPQTYGIGLKELWVIDEKNWKPGRVDHTVGWPLDRHTYGGSFLYHLNEGEPLVALGLVVGLDYQNPYLSPFREFQRWKHHP.... Protein 2 (ENSG00000159176) has sequence MPNWGGGKKCGVCQKTVYFAEEVQCEGNSFHKSCFLCMVCKKNLDSTTVAVHGEEIYCKSCYGKKYGPKGYGYGQGAGTLSTDKGESLGIKHEEAPGHRPTTNPNASKFAQKIGGSERCPRCSQAVYAAEKVIGAGKSWHKACFRCAKCGKGLESTTLADKDGEIYCKGCYAKNFGPKGFGFGQGAGALVHSE*MVCKKNLDSTTVAVHGEEIYCKSCYGKKYGPKGYGYGQGAGTLSTDKGESLGIKHEEAPGHRPTTNPNASKFAQKIGGSERCPRCSQAVYAAEKVIGAGKSWHKAC.... Result: 0 (the proteins do not interact).